From a dataset of Forward reaction prediction with 1.9M reactions from USPTO patents (1976-2016). Predict the product of the given reaction. (1) Given the reactants [C:1]([BH3-])#[N:2].[Na+].N[C:6]1[CH:11]=[CH:10][C:9]([C:12]2[N:16]=[N:15][NH:14][C:13]=2[C:17]#[N:18])=[CH:8][C:7]=1[C:19]1[CH:24]=[CH:23][CH:22]=[C:21]([C:25]([F:28])([F:27])[F:26])[CH:20]=1.C=O.[CH3:31]C(O)=O, predict the reaction product. The product is: [CH3:31][N:2]([CH3:1])[C:6]1[C:7]([C:19]2[CH:24]=[CH:23][CH:22]=[C:21]([C:25]([F:28])([F:27])[F:26])[CH:20]=2)=[CH:8][C:9]([C:12]2[N:16]=[N:15][NH:14][C:13]=2[C:17]#[N:18])=[CH:10][CH:11]=1. (2) The product is: [ClH:1].[Cl:1][C:2]1[CH:10]=[CH:9][C:8]([S:11][CH3:12])=[CH:7][C:3]=1[NH2:15]. Given the reactants [Cl:1][C:2]1[CH:10]=[CH:9][C:8]([S:11][CH3:12])=[CH:7][C:3]=1C(O)=O.C([N:15](CC)CC)C.C1(P(N=[N+]=[N-])(C2C=CC=CC=2)=O)C=CC=CC=1.FC(F)(F)C(O)=O, predict the reaction product. (3) Given the reactants [Cl:1][C:2]1[CH:7]=[C:6]([Cl:8])[C:5]([C:9]2[N:17]=[C:16]([Cl:18])[N:15]=[C:14]3[C:10]=2[N:11]=[CH:12][N:13]3[CH2:19][C:20]2[CH:25]=[CH:24][C:23]([O:26][CH3:27])=[CH:22][CH:21]=2)=[CH:4][C:3]=1[OH:28].C(=O)([O-])[O-].[Cs+].[Cs+].Cl[CH2:36][CH2:37][N:38]1[CH2:42][CH2:41][CH2:40][C:39]1=[O:43], predict the reaction product. The product is: [Cl:1][C:2]1[CH:7]=[C:6]([Cl:8])[C:5]([C:9]2[N:17]=[C:16]([Cl:18])[N:15]=[C:14]3[C:10]=2[N:11]=[CH:12][N:13]3[CH2:19][C:20]2[CH:21]=[CH:22][C:23]([O:26][CH3:27])=[CH:24][CH:25]=2)=[CH:4][C:3]=1[O:28][CH2:36][CH2:37][N:38]1[CH2:42][CH2:41][CH2:40][C:39]1=[O:43]. (4) Given the reactants C1C2C(COC([NH:18][CH:19]([CH2:23][CH2:24][CH2:25][CH2:26][N:27]([CH2:54][C:55]3[N:56]([CH2:60][C:61]([N:63]([CH2:72][C:73]([O:75][C:76]([CH3:79])([CH3:78])[CH3:77])=[O:74])[CH2:64][C:65](=[O:71])[O:66][C:67]([CH3:70])([CH3:69])[CH3:68])=[O:62])[CH:57]=[CH:58][N:59]=3)[CH2:28][C:29]3[N:30]([CH2:34][C:35](=[O:53])[N:36]([CH2:45][C:46](=[O:52])[O:47][C:48]([CH3:51])([CH3:50])[CH3:49])[CH2:37][C:38](=[O:44])[O:39][C:40]([CH3:43])([CH3:42])[CH3:41])[CH:31]=[CH:32][N:33]=3)[C:20]([OH:22])=[O:21])=O)C3C(=CC=CC=3)C=2C=CC=1.N1CCCCC1, predict the reaction product. The product is: [NH2:18][C@@H:19]([CH2:23][CH2:24][CH2:25][CH2:26][N:27]([CH2:28][C:29]1[N:30]([CH2:34][C:35]([N:36]([CH2:37][C:38]([O:39][C:40]([CH3:43])([CH3:42])[CH3:41])=[O:44])[CH2:45][C:46](=[O:52])[O:47][C:48]([CH3:51])([CH3:50])[CH3:49])=[O:53])[CH:31]=[CH:32][N:33]=1)[CH2:54][C:55]1[N:56]([CH2:60][C:61](=[O:62])[N:63]([CH2:72][C:73](=[O:74])[O:75][C:76]([CH3:79])([CH3:78])[CH3:77])[CH2:64][C:65](=[O:71])[O:66][C:67]([CH3:69])([CH3:68])[CH3:70])[CH:57]=[CH:58][N:59]=1)[C:20]([OH:22])=[O:21]. (5) Given the reactants [ClH:1].[Cl:2]C1C=C(C#N)C=CC=1[N:11]([CH2:19][C:20]1[C:25](=[O:26])[CH2:24][CH2:23][CH2:22][C:21]=1[NH:27][C:28]1[CH:33]=[CH:32][CH:31]=[C:30]([C:34]([F:37])([F:36])[F:35])[CH:29]=1)C(=O)OC(C)(C)C, predict the reaction product. The product is: [ClH:2].[NH2:11][CH:19]([C:20]1[C:25](=[O:26])[CH2:24][CH2:23][CH2:22][C:21]=1[NH:27][C:28]1[CH:33]=[CH:32][CH:31]=[C:30]([C:34]([F:35])([F:36])[F:37])[CH:29]=1)[C:23]1[CH:24]=[CH:25][C:20]([C:19]#[N:11])=[CH:21][C:22]=1[Cl:1].